From a dataset of Forward reaction prediction with 1.9M reactions from USPTO patents (1976-2016). Predict the product of the given reaction. (1) Given the reactants [Br:1][C:2]1[CH:3]=[CH:4][C:5]([Cl:11])=[C:6]([CH:10]=1)[C:7]([OH:9])=[O:8].S(=O)(=O)(O)O.[CH3:17]O, predict the reaction product. The product is: [CH3:17][O:8][C:7](=[O:9])[C:6]1[CH:10]=[C:2]([Br:1])[CH:3]=[CH:4][C:5]=1[Cl:11]. (2) Given the reactants Br[C:2]1[CH:7]=[CH:6][CH:5]=[CH:4][CH:3]=1.C([O-])([O-])=O.[K+].[K+].[C:14]1(B(O)O)[CH:19]=[CH:18][CH:17]=[CH:16][CH:15]=1.O, predict the reaction product. The product is: [C:2]1([C:14]2[CH:19]=[CH:18][CH:17]=[CH:16][CH:15]=2)[CH:7]=[CH:6][CH:5]=[CH:4][CH:3]=1. (3) Given the reactants Br[C:2]1[CH:3]=[C:4]([CH:23]=[CH:24][CH:25]=1)[CH2:5][O:6][C:7]1[CH:12]=[CH:11][C:10]([C:13]2([CH2:17][C:18]([O:20][CH2:21][CH3:22])=[O:19])[CH2:16][O:15][CH2:14]2)=[CH:9][CH:8]=1.[CH:26]([S:29][C:30]1[CH:35]=[CH:34][C:33](B(O)O)=[CH:32][CH:31]=1)([CH3:28])[CH3:27].C(=O)([O-])[O-].[K+].[K+], predict the reaction product. The product is: [CH:26]([S:29][C:30]1[CH:35]=[CH:34][C:33]([C:2]2[CH:25]=[CH:24][CH:23]=[C:4]([CH2:5][O:6][C:7]3[CH:12]=[CH:11][C:10]([C:13]4([CH2:17][C:18]([O:20][CH2:21][CH3:22])=[O:19])[CH2:14][O:15][CH2:16]4)=[CH:9][CH:8]=3)[CH:3]=2)=[CH:32][CH:31]=1)([CH3:28])[CH3:27].